This data is from In vitro SARS-CoV-2 activity screen of 1,480 approved drugs from Prestwick library. The task is: Binary Classification. Given a drug SMILES string, predict its activity (active/inactive) in a high-throughput screening assay against a specified biological target. (1) The drug is CC(C)(C)NCC(O)c1cc(O)cc(O)c1.CC(C)(C)NCC(O)c1cc(O)cc(O)c1.O=S(=O)(O)O. The result is 0 (inactive). (2) The drug is CCN(CCCCOC(=O)c1ccc(OC)c(OC)c1)C(C)Cc1ccc(OC)cc1.Cl. The result is 0 (inactive). (3) The compound is COc1ccnc(CS(=O)c2nc3cc(OC(F)F)ccc3[n-]2)c1OC.[Na+]. The result is 0 (inactive). (4) The compound is O=c1[nH]cnc2[nH]ncc12. The result is 0 (inactive). (5) The drug is CCc1oc2ccccc2c1C(=O)c1cc(Br)c(O)c(Br)c1. The result is 0 (inactive). (6) The drug is Cc1nnc(NS(=O)(=O)c2ccc(N)cc2)s1. The result is 0 (inactive). (7) The compound is CCn1cc(C(=O)O)c(=O)c2cnc(N3CCCC3)nc21. The result is 0 (inactive). (8) The result is 0 (inactive). The molecule is NC(=O)[C@@H]1CCCN1C(=O)[C@H](Cc1cnc[nH]1)NC(=O)[C@@H]1CCC(=O)N1.